Dataset: Reaction yield outcomes from USPTO patents with 853,638 reactions. Task: Predict the reaction yield, written as a fraction of the theoretical maximum amount of product (1.0 means a 100% yield; for example, 0.34 means a 34% yield). (1) The reactants are [Br:1][C:2]1[CH:3]=[C:4]([C:8](=O)[CH2:9][C:10]2[CH:15]=[CH:14][N:13]=[CH:12][CH:11]=2)[CH:5]=[CH:6][CH:7]=1.O.[NH2:18]N.COC(OC)[N:23]([CH3:25])C. No catalyst specified. The product is [Br:1][C:2]1[CH:3]=[C:4]([C:8]2[C:9]([C:10]3[CH:15]=[CH:14][N:13]=[CH:12][CH:11]=3)=[CH:25][NH:23][N:18]=2)[CH:5]=[CH:6][CH:7]=1. The yield is 0.900. (2) The product is [C:1]([C:5]1[S:6][C:7]([C:10]([OH:12])=[O:11])=[CH:8][N:9]=1)([CH3:4])([CH3:2])[CH3:3]. The yield is 0.550. The reactants are [C:1]([C:5]1[S:6][C:7]([C:10]([O:12]CC)=[O:11])=[CH:8][N:9]=1)([CH3:4])([CH3:3])[CH3:2].[OH-].[Li+]. The catalyst is C1COCC1.O.